Dataset: Forward reaction prediction with 1.9M reactions from USPTO patents (1976-2016). Task: Predict the product of the given reaction. (1) Given the reactants [C:1]([O:5][C:6]([C:8]1[NH:9][C:10]2[C:15]([C:16]=1[C:17]1[CH:22]=[CH:21][C:20]([O:23][CH3:24])=[CH:19][CH:18]=1)=[CH:14][CH:13]=[CH:12][CH:11]=2)=[O:7])([CH3:4])([CH3:3])[CH3:2].CC(C)([O-])C.[K+].Cl[C:32]1[C:37]([C:38]([F:41])([F:40])[F:39])=[CH:36][CH:35]=[CH:34][C:33]=1[S:42](C1C=CC=C(C(F)(F)F)C=1Cl)(=[O:44])=[O:43], predict the reaction product. The product is: [CH3:24][O:23][C:20]1[CH:21]=[CH:22][C:17]([C:16]2[C:15]3[C:10](=[CH:11][CH:12]=[CH:13][CH:14]=3)[N:9]([S:42]([C:33]3[CH:34]=[CH:35][CH:36]=[C:37]([C:38]([F:39])([F:40])[F:41])[CH:32]=3)(=[O:44])=[O:43])[C:8]=2[C:6]([O:5][C:1]([CH3:4])([CH3:3])[CH3:2])=[O:7])=[CH:18][CH:19]=1. (2) The product is: [CH3:1][S:2][C:3]1[CH:8]=[CH:7][N:6]=[C:5]([C:9]2[CH:10]=[N:11][C:12]([N:15]3[C:23]4[C:18](=[CH:19][CH:20]=[C:21]([C:24]([N:52]5[CH2:57][CH2:56][O:55][CH2:54][CH2:53]5)=[O:26])[CH:22]=4)[C:17]4([CH2:28][CH2:27]4)[CH2:16]3)=[N:13][CH:14]=2)[CH:4]=1. Given the reactants [CH3:1][S:2][C:3]1[CH:8]=[CH:7][N:6]=[C:5]([C:9]2[CH:10]=[N:11][C:12]([N:15]3[C:23]4[C:18](=[CH:19][CH:20]=[C:21]([C:24]([OH:26])=O)[CH:22]=4)[C:17]4([CH2:28][CH2:27]4)[CH2:16]3)=[N:13][CH:14]=2)[CH:4]=1.CN(C(ON1N=NC2C=CC=CC1=2)=[N+](C)C)C.[B-](F)(F)(F)F.C[N:52]1[CH2:57][CH2:56][O:55][CH2:54][CH2:53]1.N1CCOCC1, predict the reaction product. (3) Given the reactants [C:1]([OH:20])(=[O:19])[CH2:2][CH2:3][CH2:4][CH2:5][CH2:6][CH2:7][CH2:8][CH2:9][CH2:10][CH2:11][CH2:12][CH2:13][CH2:14][CH2:15][CH2:16][CH2:17][CH3:18].[O-2].[Zn+2:22], predict the reaction product. The product is: [C:1]([O-:20])(=[O:19])[CH2:2][CH2:3][CH2:4][CH2:5][CH2:6][CH2:7][CH2:8][CH2:9][CH2:10][CH2:11][CH2:12][CH2:13][CH2:14][CH2:15][CH2:16][CH2:17][CH3:18].[Zn+2:22].[C:1]([O-:20])(=[O:19])[CH2:2][CH2:3][CH2:4][CH2:5][CH2:6][CH2:7][CH2:8][CH2:9][CH2:10][CH2:11][CH2:12][CH2:13][CH2:14][CH2:15][CH2:16][CH2:17][CH3:18].